This data is from Catalyst prediction with 721,799 reactions and 888 catalyst types from USPTO. The task is: Predict which catalyst facilitates the given reaction. (1) Reactant: Cl.[O:2]=[C:3]1[N:7]2[C:8]([CH2:11][O:12][C:13](=[O:22])[CH2:14][CH2:15][N:16]3[CH2:20][CH2:19][CH2:18][C:17]3=[O:21])=[N:9][CH:10]=[C:6]2[CH2:5][N:4]1[CH:23]1[CH2:28][CH2:27][N:26](C(OC(C)(C)C)=O)[CH2:25][CH2:24]1. Product: [O:21]=[C:17]1[CH2:18][CH2:19][CH2:20][N:16]1[CH2:15][CH2:14][C:13]([O:12][CH2:11][C:8]1[N:7]2[C:3](=[O:2])[N:4]([CH:23]3[CH2:24][CH2:25][NH:26][CH2:27][CH2:28]3)[CH2:5][C:6]2=[CH:10][N:9]=1)=[O:22]. The catalyst class is: 13. (2) Reactant: [O:1]=[C:2]1[CH2:11][CH2:10][C:9]2[C:4](=[CH:5][CH:6]=[C:7]([C:12]3[CH:13]=[C:14]([CH2:18][NH:19][S:20]([CH2:23][CH3:24])(=[O:22])=[O:21])[CH:15]=[N:16][CH:17]=3)[CH:8]=2)[NH:3]1.[Cl:25]N1C(=O)CCC1=O.O. Product: [Cl:25][C:5]1[CH:6]=[C:7]([C:12]2[CH:13]=[C:14]([CH2:18][NH:19][S:20]([CH2:23][CH3:24])(=[O:22])=[O:21])[CH:15]=[N:16][CH:17]=2)[CH:8]=[C:9]2[C:4]=1[NH:3][C:2](=[O:1])[CH2:11][CH2:10]2. The catalyst class is: 31. (3) Reactant: [Br:1][C:2]1[CH:3]=[CH:4][C:5]([CH3:11])=[C:6]([CH:10]=1)[C:7](O)=[O:8].C(Cl)(=O)C([Cl:15])=O.CN(C)C=O. Product: [Br:1][C:2]1[CH:3]=[CH:4][C:5]([CH3:11])=[C:6]([CH:10]=1)[C:7]([Cl:15])=[O:8]. The catalyst class is: 4.